Dataset: Forward reaction prediction with 1.9M reactions from USPTO patents (1976-2016). Task: Predict the product of the given reaction. (1) Given the reactants [CH2:1]([NH:7][C:8]1[C:9]([NH2:16])=[CH:10][C:11]([CH3:15])=[C:12]([CH3:14])[CH:13]=1)[CH2:2][CH2:3][CH2:4][CH:5]=[CH2:6].O.[NH:18]1[C:26](=[O:27])[C:24](=O)[C:22](=O)[NH:21][C:19]1=[O:20].B(O)(O)O, predict the reaction product. The product is: [CH2:1]([N:7]1[C:22]2[C:24]([C:26](=[O:27])[NH:18][C:19](=[O:20])[N:21]=2)=[N:16][C:9]2[CH:10]=[C:11]([CH3:15])[C:12]([CH3:14])=[CH:13][C:8]1=2)[CH2:2][CH2:3][CH2:4][CH:5]=[CH2:6]. (2) Given the reactants [CH:1]([C:4]1[CH:9]=[CH:8][C:7]([C:10]2[S:11][C:12]([C:15]3[CH:16]=[C:17]([CH:22]=[CH:23][CH:24]=3)[C:18]([O:20]C)=[O:19])=[CH:13][N:14]=2)=[CH:6][CH:5]=1)([CH3:3])[CH3:2].[Li+].[OH-], predict the reaction product. The product is: [CH:1]([C:4]1[CH:5]=[CH:6][C:7]([C:10]2[S:11][C:12]([C:15]3[CH:16]=[C:17]([CH:22]=[CH:23][CH:24]=3)[C:18]([OH:20])=[O:19])=[CH:13][N:14]=2)=[CH:8][CH:9]=1)([CH3:3])[CH3:2]. (3) Given the reactants Br[C:2]1[C:3]([NH:8][C:9](=[O:11])[CH3:10])=[N:4][CH:5]=[CH:6][CH:7]=1.[CH2:12]([Sn](CCCC)(CCCC)C=C)[CH2:13]CC, predict the reaction product. The product is: [CH:12]([C:2]1[C:3]([NH:8][C:9](=[O:11])[CH3:10])=[N:4][CH:5]=[CH:6][CH:7]=1)=[CH2:13]. (4) Given the reactants [N:1]1[CH:6]=[CH:5][CH:4]=[CH:3][C:2]=1[NH:7][C:8]1[CH:23]=[CH:22][C:11]([O:12][C:13]2[N:21]=[CH:20][CH:19]=[CH:18][C:14]=2[C:15]([OH:17])=O)=[CH:10][CH:9]=1.Cl.[CH:25]1([CH2:28][NH2:29])[CH2:27][CH2:26]1.C(Cl)CCl.C1C=CC2N(O)N=NC=2C=1, predict the reaction product. The product is: [CH:25]1([CH2:28][NH:29][C:15](=[O:17])[C:14]2[CH:18]=[CH:19][CH:20]=[N:21][C:13]=2[O:12][C:11]2[CH:10]=[CH:9][C:8]([NH:7][C:2]3[CH:3]=[CH:4][CH:5]=[CH:6][N:1]=3)=[CH:23][CH:22]=2)[CH2:27][CH2:26]1. (5) Given the reactants [F:1][C:2]1[CH:9]=[C:8]([CH2:10][N:11]2[CH:15]=[CH:14][N:13]=[CH:12]2)[CH:7]=[CH:6][C:3]=1[C:4]#[N:5].[NH2:16]N.COC(=O)C1C(=CC=[CH:29][CH:30]=1)C(OC)=O.C([O-])([O-])=O.[Na+].[Na+].O([C:46]([O:48][C:49]([CH3:52])([CH3:51])[CH3:50])=[O:47])[C:46]([O:48][C:49]([CH3:52])([CH3:51])[CH3:50])=[O:47], predict the reaction product. The product is: [C:49]([O:48][C:46](=[O:47])[NH:16][CH2:29][CH2:30][C:15]1[N:11]([CH2:10][C:8]2[CH:7]=[CH:6][C:3]([C:4]#[N:5])=[C:2]([F:1])[CH:9]=2)[CH:12]=[N:13][CH:14]=1)([CH3:50])([CH3:51])[CH3:52]. (6) Given the reactants [Cl:1][C:2]1[CH:11]=[CH:10][C:5]([C:6]([O:8][CH3:9])=[O:7])=[CH:4][C:3]=1[OH:12].FC(F)(F)S(O[CH2:19][C:20]([F:23])([F:22])[F:21])(=O)=O, predict the reaction product. The product is: [Cl:1][C:2]1[CH:11]=[CH:10][C:5]([C:6]([O:8][CH3:9])=[O:7])=[CH:4][C:3]=1[O:12][CH2:19][C:20]([F:23])([F:22])[F:21]. (7) The product is: [Cl:1][C:2]1[CH:7]=[CH:6][C:5](/[CH:8]=[CH:9]/[C:10]([N:29]2[CH2:30][CH2:31][C@@H:26]([C:23]3[O:22][C:21]([CH3:20])=[N:25][N:24]=3)[CH2:27][C@H:28]2[CH3:32])=[O:12])=[C:4]([CH2:13][N:14]2[N:18]=[N:17][C:16]([CH3:19])=[N:15]2)[CH:3]=1. Given the reactants [Cl:1][C:2]1[CH:7]=[CH:6][C:5](/[CH:8]=[CH:9]/[C:10]([OH:12])=O)=[C:4]([CH2:13][N:14]2[N:18]=[N:17][C:16]([CH3:19])=[N:15]2)[CH:3]=1.[CH3:20][C:21]1[O:22][C:23]([CH:26]2[CH2:31][CH2:30][NH:29][CH:28]([CH3:32])[CH2:27]2)=[N:24][N:25]=1, predict the reaction product. (8) Given the reactants [Br:1][C:2]1[CH:10]=[CH:9][C:5]([C:6]([OH:8])=[O:7])=[C:4]([F:11])[CH:3]=1.[C:12](Cl)(=O)C(Cl)=O, predict the reaction product. The product is: [Br:1][C:2]1[CH:10]=[CH:9][C:5]([C:6]([O:8][CH3:12])=[O:7])=[C:4]([F:11])[CH:3]=1. (9) Given the reactants Br[C:2]1[CH:7]=[C:6]([N:8]2[C:27]3[C:15](=[CH:16][C:17]4[C:18]([CH3:29])([CH3:28])[C:19]5[CH:20]=[CH:21][CH:22]=[CH:23][C:24]=5[C:25]=4[CH:26]=3)[C:14]3[C:9]2=[CH:10][CH:11]=[CH:12][CH:13]=3)[CH:5]=[C:4](Br)[N:3]=1.[C:31]1(B(O)O)[CH:36]=[CH:35][CH:34]=[CH:33][CH:32]=1, predict the reaction product. The product is: [C:31]1([C:2]2[CH:7]=[C:6]([N:8]3[C:27]4[C:15](=[CH:16][C:17]5[C:18]([CH3:29])([CH3:28])[C:19]6[CH:20]=[CH:21][CH:22]=[CH:23][C:24]=6[C:25]=5[CH:26]=4)[C:14]4[C:9]3=[CH:10][CH:11]=[CH:12][CH:13]=4)[CH:5]=[C:4]([C:9]3[CH:14]=[CH:13][CH:12]=[CH:11][CH:10]=3)[N:3]=2)[CH:36]=[CH:35][CH:34]=[CH:33][CH:32]=1. (10) The product is: [NH2:9][C:8]1[CH:10]=[CH:11][CH:12]=[CH:13][C:7]=1[C:6]([OH:15])([CH2:18][CH2:17][CH3:21])[CH2:1][CH2:2][CH3:3]. Given the reactants [CH2:1]([Mg]Cl)[CH2:2][CH3:3].[C:6]([O:15]C)(=O)[C:7]1[C:8](=[CH:10][CH:11]=[CH:12][CH:13]=1)[NH2:9].[CH2:17]1[CH2:21]OC[CH2:18]1.[Cl-].[NH4+], predict the reaction product.